Dataset: Reaction yield outcomes from USPTO patents with 853,638 reactions. Task: Predict the reaction yield, written as a fraction of the theoretical maximum amount of product (1.0 means a 100% yield; for example, 0.34 means a 34% yield). (1) The reactants are [CH2:1]([S:3](Cl)(=[O:5])=[O:4])[CH3:2].[Br:7][C:8]1[CH:9]=[C:10]([NH2:19])[CH:11]=[N:12][C:13]=1[O:14][CH2:15][CH:16]1[CH2:18][CH2:17]1.N1C=CC=CC=1.Cl. The catalyst is C(Cl)Cl. The product is [Br:7][C:8]1[CH:9]=[C:10]([NH:19][S:3]([CH2:1][CH3:2])(=[O:5])=[O:4])[CH:11]=[N:12][C:13]=1[O:14][CH2:15][CH:16]1[CH2:18][CH2:17]1. The yield is 0.880. (2) The reactants are [NH2:1][C:2]1([C:7]([OH:9])=[O:8])[CH2:6][CH2:5][CH2:4][CH2:3]1.S(=O)(=O)(O)O. The catalyst is C1(O)CCCC1. The product is [NH2:1][C:2]1([C:7]([O:9][CH:2]2[CH2:6][CH2:5][CH2:4][CH2:3]2)=[O:8])[CH2:6][CH2:5][CH2:4][CH2:3]1. The yield is 0.500. (3) The reactants are [OH:1][CH2:2][C:3]([CH3:15])([CH3:14])[C:4]([O:6][CH2:7][C:8]1[CH:13]=[CH:12][CH:11]=[CH:10][CH:9]=1)=[O:5].[H-].[Na+].[N+:18]([C:21]1[CH:28]=[CH:27][CH:26]=[C:25]([N+]([O-])=O)[C:22]=1[C:23]#[N:24])([O-:20])=[O:19]. The catalyst is C1COCC1. The product is [C:23]([C:22]1[C:21]([N+:18]([O-:20])=[O:19])=[CH:28][CH:27]=[CH:26][C:25]=1[O:1][CH2:2][C:3]([CH3:15])([CH3:14])[C:4]([O:6][CH2:7][C:8]1[CH:13]=[CH:12][CH:11]=[CH:10][CH:9]=1)=[O:5])#[N:24]. The yield is 0.870. (4) The reactants are [NH2:1][C:2]1[CH:3]=[C:4]2[C:8](=[CH:9][CH:10]=1)[NH:7][CH:6]=[CH:5]2.N1C=CC=CC=1.Cl[C:18]([O:20][CH2:21][C:22]([Cl:25])([Cl:24])[Cl:23])=[O:19].O. The catalyst is O1CCCC1. The product is [NH:7]1[C:8]2[C:4](=[CH:3][C:2]([NH:1][C:18](=[O:19])[O:20][CH2:21][C:22]([Cl:25])([Cl:24])[Cl:23])=[CH:10][CH:9]=2)[CH:5]=[CH:6]1. The yield is 0.143. (5) The reactants are [C:1]([O:5][C:6]([NH:8][C@@H:9]([CH2:13][CH:14]1[CH2:16][CH2:15]1)[C:10]([OH:12])=[O:11])=[O:7])([CH3:4])([CH3:3])[CH3:2].[C:17]([O-])([O-])=O.[K+].[K+].CI. The catalyst is CN(C=O)C. The product is [C:1]([O:5][C:6]([NH:8][C@@H:9]([CH2:13][CH:14]1[CH2:15][CH2:16]1)[C:10]([O:12][CH3:17])=[O:11])=[O:7])([CH3:4])([CH3:2])[CH3:3]. The yield is 0.890. (6) The reactants are Cl.[F:2][CH2:3][CH2:4][CH2:5][NH2:6].[C:7](O[C:7]([O:9][C:10]([CH3:13])([CH3:12])[CH3:11])=[O:8])([O:9][C:10]([CH3:13])([CH3:12])[CH3:11])=[O:8].C(N(CC)CC)C. The catalyst is ClCCl. The product is [F:2][CH2:3][CH2:4][CH2:5][NH:6][C:7](=[O:8])[O:9][C:10]([CH3:13])([CH3:12])[CH3:11]. The yield is 1.00. (7) The reactants are C([O-])([O-])=O.[K+].[K+].C([O:10][C:11]1[CH:16]=[CH:15][CH:14]=[C:13]([CH2:17][O:18][C:19]2[CH:24]=[CH:23][CH:22]=[C:21]([C:25]([NH2:27])=[O:26])[CH:20]=2)[CH:12]=1)(=O)C.Cl.CCOCC. The catalyst is O. The product is [OH:10][C:11]1[CH:12]=[C:13]([CH:14]=[CH:15][CH:16]=1)[CH2:17][O:18][C:19]1[CH:20]=[C:21]([C:25]([NH2:27])=[O:26])[CH:22]=[CH:23][CH:24]=1. The yield is 0.460.